This data is from Full USPTO retrosynthesis dataset with 1.9M reactions from patents (1976-2016). The task is: Predict the reactants needed to synthesize the given product. Given the product [CH2:11]([O:18][C:19]1[C:20](=[O:22])[NH:36][C:34]([CH2:33][O:32][CH2:31][CH2:30][S:29][CH3:28])=[N:35][C:2]=1[C:1]([O:8][CH2:9][CH3:10])=[O:7])[C:12]1[CH:13]=[CH:14][CH:15]=[CH:16][CH:17]=1, predict the reactants needed to synthesize it. The reactants are: [C:1]([O:8][CH2:9][CH3:10])(=[O:7])[C:2](OCC)=O.[CH2:11]([O:18][CH2:19][C:20]([O:22]CC)=O)[C:12]1[CH:17]=[CH:16][CH:15]=[CH:14][CH:13]=1.[H-].[Na+].Cl.[CH3:28][S:29][CH2:30][CH2:31][O:32][CH2:33][C:34]([NH2:36])=[NH:35].[O-]CC.[Na+].